The task is: Predict the reactants needed to synthesize the given product.. This data is from Full USPTO retrosynthesis dataset with 1.9M reactions from patents (1976-2016). Given the product [CH3:12][N:13]1[CH2:18][CH2:17][N:16]([C:2]2[CH:3]=[CH:4][C:5]([N+:9]([O-:11])=[O:10])=[C:6]([NH2:8])[CH:7]=2)[CH2:15][CH2:14]1, predict the reactants needed to synthesize it. The reactants are: Cl[C:2]1[CH:3]=[CH:4][C:5]([N+:9]([O-:11])=[O:10])=[C:6]([NH2:8])[CH:7]=1.[CH3:12][N:13]1[CH2:18][CH2:17][NH:16][CH2:15][CH2:14]1.C(=O)([O-])[O-].[K+].[K+].O.